Dataset: Forward reaction prediction with 1.9M reactions from USPTO patents (1976-2016). Task: Predict the product of the given reaction. (1) Given the reactants [Cl:1][C:2]1[C:3](I)=[CH:4][C:5]([F:8])=[N:6][CH:7]=1.C([CH2:13][C:14]1[CH:19]=[CH:18][C:17](B(O)O)=[CH:16][CH:15]=1)(O)=O.[C:23]([O-])([O-])=[O:24].[Na+].[Na+].C(COC)[O:30]C, predict the reaction product. The product is: [CH3:23][O:24][C:13](=[O:30])[C:14]1[CH:15]=[CH:16][C:17]([C:3]2[C:2]([Cl:1])=[CH:7][N:6]=[C:5]([F:8])[CH:4]=2)=[CH:18][CH:19]=1. (2) Given the reactants [Cl:1][C:2]1[CH:3]=[C:4]2[C:9](=[CH:10][C:11]=1[O:12][C:13]1[CH:18]=[CH:17][C:16]([C:19](=[O:34])[NH:20][CH2:21][CH2:22][C:23]3[CH:28]=[CH:27][C:26]([S:29][C:30]([F:33])([F:32])[F:31])=[CH:25][CH:24]=3)=[CH:15][CH:14]=1)[O:8][CH2:7][CH2:6][CH:5]2[C:35]([O:37]CC)=[O:36].[OH-].[Na+].C1COCC1.Cl, predict the reaction product. The product is: [Cl:1][C:2]1[CH:3]=[C:4]2[C:9](=[CH:10][C:11]=1[O:12][C:13]1[CH:18]=[CH:17][C:16]([C:19](=[O:34])[NH:20][CH2:21][CH2:22][C:23]3[CH:28]=[CH:27][C:26]([S:29][C:30]([F:31])([F:33])[F:32])=[CH:25][CH:24]=3)=[CH:15][CH:14]=1)[O:8][CH2:7][CH2:6][CH:5]2[C:35]([OH:37])=[O:36].